Dataset: Catalyst prediction with 721,799 reactions and 888 catalyst types from USPTO. Task: Predict which catalyst facilitates the given reaction. (1) Reactant: [CH3:1][C:2]1[S:3][C:4]([C:8]2[C:9]([O:16]C)=[N:10][C:11]([O:14]C)=[N:12][CH:13]=2)=[C:5]([CH3:7])[N:6]=1.Cl. Product: [CH3:1][C:2]1[S:3][C:4]([C:8]2[C:9](=[O:16])[NH:10][C:11](=[O:14])[NH:12][CH:13]=2)=[C:5]([CH3:7])[N:6]=1. The catalyst class is: 5. (2) Reactant: [OH-].[K+].C[O:4][C:5]([C:7]1[C:8]([CH3:18])=[N:9][C:10]([C:14]([F:17])([F:16])[F:15])=[N:11][C:12]=1[CH3:13])=[O:6]. Product: [CH3:13][C:12]1[C:7]([C:5]([OH:6])=[O:4])=[C:8]([CH3:18])[N:9]=[C:10]([C:14]([F:17])([F:16])[F:15])[N:11]=1. The catalyst class is: 88. (3) Reactant: [Na].[C:2]([O:10][CH2:11][CH3:12])(=[O:9])[CH2:3][C:4]([O:6][CH2:7][CH3:8])=[O:5].Cl[CH2:14][C:15]([O:17][CH2:18][CH3:19])=[O:16]. Product: [CH:3]([C:4]([O:6][CH2:7][CH3:8])=[O:5])([C:2]([O:10][CH2:11][CH3:12])=[O:9])[CH2:14][C:15]([O:17][CH2:18][CH3:19])=[O:16]. The catalyst class is: 40. (4) Reactant: [C:1]([C:4]1[CH:14]=[CH:13][C:7]([C:8]([O:10][CH2:11][CH3:12])=[O:9])=[CH:6][C:5]=1[O:15][S:16]([C:19]([F:22])([F:21])[F:20])(=[O:18])=[O:17])(=[O:3])[CH3:2].[CH2:23]([CH2:29]O[Si](C)(C)C)[O:24][Si](C)(C)C.FC(F)(F)S(O[Si](C)(C)C)(=O)=O. Product: [CH3:2][C:1]1([C:4]2[CH:14]=[CH:13][C:7]([C:8]([O:10][CH2:11][CH3:12])=[O:9])=[CH:6][C:5]=2[O:15][S:16]([C:19]([F:22])([F:20])[F:21])(=[O:18])=[O:17])[O:24][CH2:23][CH2:29][O:3]1. The catalyst class is: 2.